From a dataset of Reaction yield outcomes from USPTO patents with 853,638 reactions. Predict the reaction yield, written as a fraction of the theoretical maximum amount of product (1.0 means a 100% yield; for example, 0.34 means a 34% yield). (1) The reactants are [Br:1][C:2]1[CH:3]=[C:4]([NH2:14])[C:5]([NH2:13])=[C:6]2[C:11]=1[CH2:10][N:9]([CH3:12])[CH2:8][CH2:7]2.[C:15](O)(=[O:19])[C:16](O)=[O:17]. The catalyst is Cl. The product is [Br:1][C:2]1[C:11]2[CH2:10][N:9]([CH3:12])[CH2:8][CH2:7][C:6]=2[C:5]2[NH:13][C:15](=[O:19])[C:16](=[O:17])[NH:14][C:4]=2[CH:3]=1. The yield is 0.200. (2) The reactants are [CH2:1]([N:8]1[CH:17]=[C:16](Br)[C:15]2[C:10](=[CH:11][CH:12]=[CH:13][CH:14]=2)[C:9]1=[O:19])[C:2]1[CH:7]=[CH:6][CH:5]=[CH:4][CH:3]=1.CC1(C)C(C)(C)OB([C:28]2[CH:33]=[C:32]([O:34][CH3:35])[C:31]([O:36][CH3:37])=[C:30]([O:38][CH3:39])[CH:29]=2)O1.C([O-])([O-])=O.[Na+].[Na+]. The catalyst is C1(C)C=CC=CC=1.C(O)C.O.C1C=CC([P]([Pd]([P](C2C=CC=CC=2)(C2C=CC=CC=2)C2C=CC=CC=2)([P](C2C=CC=CC=2)(C2C=CC=CC=2)C2C=CC=CC=2)[P](C2C=CC=CC=2)(C2C=CC=CC=2)C2C=CC=CC=2)(C2C=CC=CC=2)C2C=CC=CC=2)=CC=1. The product is [CH2:1]([N:8]1[CH:17]=[C:16]([C:28]2[CH:29]=[C:30]([O:38][CH3:39])[C:31]([O:36][CH3:37])=[C:32]([O:34][CH3:35])[CH:33]=2)[C:15]2[C:10](=[CH:11][CH:12]=[CH:13][CH:14]=2)[C:9]1=[O:19])[C:2]1[CH:7]=[CH:6][CH:5]=[CH:4][CH:3]=1. The yield is 0.550. (3) The product is [F:8][C:4]1[CH:5]=[CH:6][CH:7]=[C:2]([F:1])[C:3]=1[C:9]1[S:10][CH:11]=[C:12]([C:14]([NH:16][C:17]2[CH:18]=[N:19][CH:20]=[CH:21][C:22]=2[CH:23]2[CH2:28][CH:27]([NH:29][C:30](=[O:36])[O:31][C:32]([CH3:34])([CH3:35])[CH3:33])[CH:26]([F:45])[CH:25]([CH3:38])[CH2:24]2)=[O:15])[N:13]=1. The reactants are [F:1][C:2]1[CH:7]=[CH:6][CH:5]=[C:4]([F:8])[C:3]=1[C:9]1[S:10][CH:11]=[C:12]([C:14]([NH:16][C:17]2[CH:18]=[N:19][CH:20]=[CH:21][C:22]=2[CH:23]2[CH2:28][CH:27]([NH:29][C:30](=[O:36])[O:31][C:32]([CH3:35])([CH3:34])[CH3:33])[CH:26](O)[CH:25]([CH3:38])[CH2:24]2)=[O:15])[N:13]=1.CCN(S(F)(F)[F:45])CC. The yield is 0.600. The catalyst is C(Cl)Cl. (4) The reactants are [NH2:1][C:2]1[N:3]=[CH:4][N:5]([CH3:12])[C:6]=1[C:7]([O:9][CH2:10][CH3:11])=[O:8].C1(P(C2C=CC=CC=2)C2C=CC=CC=2)C=CC=CC=1.ClC(Cl)(Cl)C(Cl)(Cl)Cl.[F:40][C:41]1[CH:49]=[CH:48]C(C(Cl)=O)=[CH:43][CH:42]=1. The catalyst is C(#N)C.N1C=CC=CC=1. The product is [F:40][C:41]1[CH:49]=[CH:48][C:11]([C:10]2[O:9][C:7](=[O:8])[C:6]3[N:5]([CH3:12])[CH:4]=[N:3][C:2]=3[N:1]=2)=[CH:43][CH:42]=1. The yield is 0.260. (5) The reactants are [NH2:1][C@H:2]([C:5]1[N:6]([CH:17]2[CH2:19][CH2:18]2)[C:7](=[O:16])[C:8]2[C:13]([CH:14]=1)=[CH:12][CH:11]=[CH:10][C:9]=2[F:15])[CH2:3][CH3:4].Cl[C:21]1[N:26]=[CH:25][N:24]=[C:23]([NH2:27])[C:22]=1[C:28]1[O:32][N:31]=[C:30]([CH3:33])[N:29]=1.CCN(C(C)C)C(C)C. The catalyst is CCCCO. The product is [NH2:27][C:23]1[N:24]=[CH:25][N:26]=[C:21]([NH:1][C@H:2]([C:5]2[N:6]([CH:17]3[CH2:19][CH2:18]3)[C:7](=[O:16])[C:8]3[C:13]([CH:14]=2)=[CH:12][CH:11]=[CH:10][C:9]=3[F:15])[CH2:3][CH3:4])[C:22]=1[C:28]1[O:32][N:31]=[C:30]([CH3:33])[N:29]=1. The yield is 0.400. (6) The product is [CH3:11][N:6]1[CH:5]=[C:4]2[C:8]([CH:9]=[CH:10][C:2]([C:20]3[CH:25]=[CH:24][CH:23]=[CH:22][CH:21]=3)=[C:3]2[CH:12]2[CH2:14][CH:13]2[CH2:15][NH:16][C:17](=[O:19])[CH3:18])=[N:7]1. The catalyst is C(OCC)(=O)C.C1C=CC([P]([Pd]([P](C2C=CC=CC=2)(C2C=CC=CC=2)C2C=CC=CC=2)([P](C2C=CC=CC=2)(C2C=CC=CC=2)C2C=CC=CC=2)[P](C2C=CC=CC=2)(C2C=CC=CC=2)C2C=CC=CC=2)(C2C=CC=CC=2)C2C=CC=CC=2)=CC=1.C1(C)C=CC=CC=1. The yield is 0.990. The reactants are Br[C:2]1[CH:10]=[CH:9][C:8]2[C:4](=[CH:5][N:6]([CH3:11])[N:7]=2)[C:3]=1[CH:12]1[CH2:14][CH:13]1[CH2:15][NH:16][C:17](=[O:19])[CH3:18].[C:20]1(B(O)O)[CH:25]=[CH:24][CH:23]=[CH:22][CH:21]=1.C(=O)([O-])[O-].[Na+].[Na+].C(O)C. (7) The reactants are C([O:8][C:9]1[CH:14]=[CH:13][C:12]([C:15]2[N:19]([C:20]3[CH:25]=[CH:24][C:23]([Cl:26])=[CH:22][C:21]=3[Cl:27])[N:18]=[C:17]([C:28]([NH:30][CH:31]3[CH2:36][CH2:35][CH2:34][CH2:33][CH2:32]3)=[O:29])[C:16]=2[CH3:37])=[CH:11][CH:10]=1)C1C=CC=CC=1.CSC.C([O-])(O)=O.[Na+]. The catalyst is C(Cl)Cl. The product is [CH:31]1([NH:30][C:28]([C:17]2[C:16]([CH3:37])=[C:15]([C:12]3[CH:11]=[CH:10][C:9]([OH:8])=[CH:14][CH:13]=3)[N:19]([C:20]3[CH:25]=[CH:24][C:23]([Cl:26])=[CH:22][C:21]=3[Cl:27])[N:18]=2)=[O:29])[CH2:36][CH2:35][CH2:34][CH2:33][CH2:32]1. The yield is 0.970.